This data is from Reaction yield outcomes from USPTO patents with 853,638 reactions. The task is: Predict the reaction yield, written as a fraction of the theoretical maximum amount of product (1.0 means a 100% yield; for example, 0.34 means a 34% yield). (1) The reactants are C([O:4][CH2:5][C:6]1[C:7]([N:33]2[C:45](=[O:46])[C:44]3[S:43][C:42]4[CH2:41][CH2:40][CH2:39][CH2:38][C:37]=4[C:36]=3[CH:35]=[N:34]2)=[N:8][CH:9]=[CH:10][C:11]=1[C:12]1[CH:17]=[C:16]([NH:18][C:19]2[CH:30]=[C:22]3[CH2:23][N:24]([C:27](=[O:29])[CH3:28])[CH2:25][CH2:26][N:21]3[N:20]=2)[C:15](=[O:31])[N:14]([CH3:32])[CH:13]=1)(=O)C.[OH-].[Li+]. The catalyst is C(O)(C)C.C1COCC1.O. The product is [C:27]([N:24]1[CH2:25][CH2:26][N:21]2[N:20]=[C:19]([NH:18][C:16]3[C:15](=[O:31])[N:14]([CH3:32])[CH:13]=[C:12]([C:11]4[CH:10]=[CH:9][N:8]=[C:7]([N:33]5[C:45](=[O:46])[C:44]6[S:43][C:42]7[CH2:41][CH2:40][CH2:39][CH2:38][C:37]=7[C:36]=6[CH:35]=[N:34]5)[C:6]=4[CH2:5][OH:4])[CH:17]=3)[CH:30]=[C:22]2[CH2:23]1)(=[O:29])[CH3:28]. The yield is 0.530. (2) The reactants are [CH2:1]([O:3][C:4](=[O:16])/[C:5](/[O-])=[CH:6]/[C:7](=O)[C:8]1[CH:13]=[CH:12][CH:11]=[CH:10][CH:9]=1)[CH3:2].[Li+].Cl.[C:19]([NH:23][NH2:24])([CH3:22])([CH3:21])[CH3:20]. The catalyst is C(O)C.CN(C=O)C. The product is [C:19]([N:23]1[C:7]([C:8]2[CH:13]=[CH:12][CH:11]=[CH:10][CH:9]=2)=[CH:6][C:5]([C:4]([O:3][CH2:1][CH3:2])=[O:16])=[N:24]1)([CH3:22])([CH3:21])[CH3:20]. The yield is 0.510. (3) The yield is 0.960. The catalyst is CN(C=O)C. The product is [Si:1]([O:22][CH2:21][C:20]([N:16]1[C:14]2[N:15]=[C:10]([Cl:9])[N:11]=[CH:12][C:13]=2[C:18]([I:19])=[CH:17]1)([CH3:24])[CH3:23])([C:4]([CH3:7])([CH3:6])[CH3:5])([CH3:3])[CH3:2]. The reactants are [Si:1](Cl)([C:4]([CH3:7])([CH3:6])[CH3:5])([CH3:3])[CH3:2].[Cl:9][C:10]1[N:11]=[CH:12][C:13]2[C:18]([I:19])=[CH:17][N:16]([C:20]([CH3:24])([CH3:23])[CH2:21][OH:22])[C:14]=2[N:15]=1.N1C=CN=C1.C(=O)(O)[O-].[Na+]. (4) The reactants are [OH:1][C:2]1[CH:10]=[CH:9][C:8]([I:11])=[CH:7][C:3]=1[C:4]([OH:6])=[O:5].[Br:12]Br. The catalyst is C(O)(=O)C. The product is [Br:12][C:10]1[C:2]([OH:1])=[C:3]([CH:7]=[C:8]([I:11])[CH:9]=1)[C:4]([OH:6])=[O:5]. The yield is 0.550.